This data is from Reaction yield outcomes from USPTO patents with 853,638 reactions. The task is: Predict the reaction yield, written as a fraction of the theoretical maximum amount of product (1.0 means a 100% yield; for example, 0.34 means a 34% yield). (1) The reactants are [N-:1]=[N+:2]=[N-:3].[Na+].[CH2:5]([O:12][C:13]([N:15]1[CH2:19][C@H:18]([O:20][Si:21]([C:24]([CH3:27])([CH3:26])[CH3:25])([CH3:23])[CH3:22])[CH2:17][C@@H:16]1[CH2:28]OS(C)(=O)=O)=[O:14])[C:6]1[CH:11]=[CH:10][CH:9]=[CH:8][CH:7]=1. The catalyst is CN(C)C=O. The product is [CH2:5]([O:12][C:13]([N:15]1[CH2:19][C@H:18]([O:20][Si:21]([C:24]([CH3:27])([CH3:26])[CH3:25])([CH3:22])[CH3:23])[CH2:17][C@@H:16]1[CH2:28][N:1]=[N+:2]=[N-:3])=[O:14])[C:6]1[CH:7]=[CH:8][CH:9]=[CH:10][CH:11]=1. The yield is 0.870. (2) The reactants are [NH:1]1[CH2:4][CH:3]([C:5]2[O:6][C:7]([CH2:10][C:11]3[S:12][C:13]4[CH:19]=[C:18]([C:20]5[CH:25]=[CH:24][CH:23]=[CH:22][CH:21]=5)[CH:17]=[CH:16][C:14]=4[N:15]=3)=[N:8][N:9]=2)[CH2:2]1.[CH:26](=O)[C:27]([CH3:30])([CH3:29])[CH3:28].C(O[BH-](OC(=O)C)OC(=O)C)(=O)C.[Na+].O. The catalyst is ClCCl.C(O)(=O)C. The product is [CH2:26]([N:1]1[CH2:4][CH:3]([C:5]2[O:6][C:7]([CH2:10][C:11]3[S:12][C:13]4[CH:19]=[C:18]([C:20]5[CH:25]=[CH:24][CH:23]=[CH:22][CH:21]=5)[CH:17]=[CH:16][C:14]=4[N:15]=3)=[N:8][N:9]=2)[CH2:2]1)[C:27]([CH3:30])([CH3:29])[CH3:28]. The yield is 0.430. (3) The reactants are [CH:1](=[N:8][OH:9])[C:2]1[CH:7]=[CH:6][CH:5]=[CH:4][CH:3]=1.[Cl:10]N1C(=O)CCC1=O. The catalyst is CN(C=O)C. The product is [Cl:10][C:1](=[N:8][OH:9])[C:2]1[CH:7]=[CH:6][CH:5]=[CH:4][CH:3]=1. The yield is 0.930. (4) The reactants are [CH3:1][C:2]1[CH:7]=[C:6]([O:8][CH3:9])[CH:5]=[CH:4][C:3]=1[O:10][CH3:11].[N+:12]([O-])([OH:14])=[O:13]. The catalyst is C(O)(=O)C. The product is [CH3:1][C:2]1[CH:7]=[C:6]([O:8][CH3:9])[C:5]([N+:12]([O-:14])=[O:13])=[CH:4][C:3]=1[O:10][CH3:11]. The yield is 0.960. (5) The reactants are [C:1]([O:4][C:5]1[CH:10]=[CH:9][C:8]([CH:11]2[CH:20](O)[C:19]3[C:14](=[CH:15][C:16]([O:22][C:23](=[O:25])[CH3:24])=[CH:17][CH:18]=3)[O:13][CH:12]2[C:26]2[CH:31]=[CH:30][CH:29]=[CH:28][CH:27]=2)=[CH:7][CH:6]=1)(=[O:3])[CH3:2].P(=O)(O)(O)O.C(=O)([O-])O.[Na+]. The catalyst is C1(C)C=CC=CC=1. The product is [C:1]([O:4][C:5]1[CH:6]=[CH:7][C:8]([C:11]2[CH:12]([C:26]3[CH:31]=[CH:30][CH:29]=[CH:28][CH:27]=3)[O:13][C:14]3[C:19]([CH:20]=2)=[CH:18][CH:17]=[C:16]([O:22][C:23](=[O:25])[CH3:24])[CH:15]=3)=[CH:9][CH:10]=1)(=[O:3])[CH3:2]. The yield is 1.00. (6) The reactants are [NH2:1][C:2]1[CH:7]=[C:6]([CH3:8])[C:5]([NH:9][C:10](=[O:17])[CH2:11][CH:12]2[CH2:16][CH2:15][CH2:14][CH2:13]2)=[C:4]([Cl:18])[CH:3]=1.Cl[CH2:20][CH2:21][O:22][CH2:23][CH2:24]Cl.[I-].[K+]. The catalyst is C(O)C. The product is [Cl:18][C:4]1[CH:3]=[C:2]([N:1]2[CH2:24][CH2:23][O:22][CH2:21][CH2:20]2)[CH:7]=[C:6]([CH3:8])[C:5]=1[NH:9][C:10](=[O:17])[CH2:11][CH:12]1[CH2:13][CH2:14][CH2:15][CH2:16]1. The yield is 0.410. (7) The reactants are [CH3:1][S:2]1(=[O:13])[C:7]2[CH:8]=[CH:9][CH:10]=[CH:11][C:6]=2[N:5]=[C:4]([CH3:12])[N:3]=1.[N+:14]([O-])([O-:16])=[O:15].[K+].C([O-])([O-])=O.[K+].[K+]. The catalyst is OS(O)(=O)=O. The product is [CH3:1][S:2]1(=[O:13])[C:7]2[CH:8]=[C:9]([N+:14]([O-:16])=[O:15])[CH:10]=[CH:11][C:6]=2[N:5]=[C:4]([CH3:12])[N:3]=1. The yield is 0.460.